From a dataset of Forward reaction prediction with 1.9M reactions from USPTO patents (1976-2016). Predict the product of the given reaction. (1) Given the reactants C(OC([NH:8][CH2:9][CH2:10][NH:11][S:12]([C:15]1[C:16]([OH:33])=[C:17]([NH:22][C:23]([NH:25][C:26]2[CH:31]=[CH:30][CH:29]=[CH:28][C:27]=2[Cl:32])=[O:24])[CH:18]=[CH:19][C:20]=1[Cl:21])(=[O:14])=[O:13])=O)(C)(C)C.[F:34][C:35]([F:40])([F:39])[C:36]([OH:38])=[O:37], predict the reaction product. The product is: [F:34][C:35]([F:40])([F:39])[C:36]([OH:38])=[O:37].[NH2:8][CH2:9][CH2:10][NH:11][S:12]([C:15]1[C:16]([OH:33])=[C:17]([NH:22][C:23]([NH:25][C:26]2[CH:31]=[CH:30][CH:29]=[CH:28][C:27]=2[Cl:32])=[O:24])[CH:18]=[CH:19][C:20]=1[Cl:21])(=[O:13])=[O:14]. (2) Given the reactants [CH3:1][NH:2][CH2:3][C@H:4]([NH:11][C:12](=[O:18])[O:13][C:14]([CH3:17])([CH3:16])[CH3:15])[C:5]1[CH:10]=[CH:9][CH:8]=[CH:7][CH:6]=1.[CH3:19][C@H:20]([CH2:24][CH:25]=[CH2:26])[C:21](O)=[O:22], predict the reaction product. The product is: [CH3:1][N:2]([CH2:3][C@H:4]([NH:11][C:12](=[O:18])[O:13][C:14]([CH3:15])([CH3:17])[CH3:16])[C:5]1[CH:10]=[CH:9][CH:8]=[CH:7][CH:6]=1)[C:21](=[O:22])[C@H:20]([CH3:19])[CH2:24][CH:25]=[CH2:26]. (3) The product is: [CH:1]([N:4]1[C:5]2[CH:10]=[CH:9][C:8]([N+:11]([O-:13])=[O:12])=[CH:7][C:6]=2[N:14]=[CH:15]1)([CH3:3])[CH3:2]. Given the reactants [CH:1]([NH:4][C:5]1[C:6]([NH2:14])=[CH:7][C:8]([N+:11]([O-:13])=[O:12])=[CH:9][CH:10]=1)([CH3:3])[CH3:2].[CH2:15](OC(OCC)OCC)C, predict the reaction product. (4) Given the reactants [NH2:1][C:2]1[C:3]2[CH:10]=[CH:9][N:8]([C@@H:11]3[O:26][C@H:25]([CH2:27][O:28]CC4C=CC(Cl)=CC=4Cl)[C@@H:14]([O:15]CC4C=CC(Cl)=CC=4Cl)[C@@:12]3([CH2:38][OH:39])[OH:13])[C:4]=2[N:5]=[CH:6][N:7]=1, predict the reaction product. The product is: [NH2:1][C:2]1[C:3]2[CH:10]=[CH:9][N:8]([C@@H:11]3[O:26][C@H:25]([CH2:27][OH:28])[C@@H:14]([OH:15])[C@@:12]3([CH2:38][OH:39])[OH:13])[C:4]=2[N:5]=[CH:6][N:7]=1.